This data is from Full USPTO retrosynthesis dataset with 1.9M reactions from patents (1976-2016). The task is: Predict the reactants needed to synthesize the given product. (1) Given the product [C:6]([C:8]1[CH:13]=[CH:12][C:11]([C:14]2[C:15]([CH3:56])([CH3:55])[C@H:16]3[C@:29]([CH3:32])([CH2:30][CH:31]=2)[C@@H:28]2[C@:19]([CH3:54])([C@@:20]4([CH3:53])[C@H:25]([CH2:26][CH2:27]2)[C@H:24]2[C@H:33]([C:36]([CH3:38])=[CH2:37])[CH2:34][CH2:35][C@:23]2([CH2:39][NH:40][S:41]([C:44]2[CH:52]=[CH:51][C:47]([C:48]([OH:50])=[O:49])=[CH:46][CH:45]=2)(=[O:42])=[O:43])[CH2:22][CH2:21]4)[CH2:18][CH2:17]3)=[CH:10][CH:9]=1)([OH:7])=[O:5], predict the reactants needed to synthesize it. The reactants are: C([O:5][C:6]([C:8]1[CH:13]=[CH:12][C:11]([C:14]2[C:15]([CH3:56])([CH3:55])[C@H:16]3[C@:29]([CH3:32])([CH2:30][CH:31]=2)[C@@H:28]2[C@:19]([CH3:54])([C@@:20]4([CH3:53])[C@H:25]([CH2:26][CH2:27]2)[C@H:24]2[C@H:33]([C:36]([CH3:38])=[CH2:37])[CH2:34][CH2:35][C@:23]2([CH2:39][NH:40][S:41]([C:44]2[CH:52]=[CH:51][C:47]([C:48]([OH:50])=[O:49])=[CH:46][CH:45]=2)(=[O:43])=[O:42])[CH2:22][CH2:21]4)[CH2:18][CH2:17]3)=[CH:10][CH:9]=1)=[O:7])(C)(C)C.CO. (2) Given the product [CH:31]([C:30]1[N:27]=[C:26]([N:23]2[CH2:24][CH2:25][CH:20]([C@H:18]3[O:17][C:14]4=[CH:15][N:16]=[C:11]([C:8]5[CH2:9][CH2:10][N:5]([S:2]([CH3:1])(=[O:4])=[O:3])[CH2:6][CH:7]=5)[CH:12]=[C:13]4[CH2:19]3)[CH2:21][CH2:22]2)[O:28][N:29]=1)([CH3:33])[CH3:32], predict the reactants needed to synthesize it. The reactants are: [CH3:1][S:2]([N:5]1[CH2:10][CH:9]=[C:8]([C:11]2[CH:12]=[C:13]3[CH2:19][C@@H:18]([CH:20]4[CH2:25][CH2:24][N:23]([C:26]#[N:27])[CH2:22][CH2:21]4)[O:17][C:14]3=[CH:15][N:16]=2)[CH2:7][CH2:6]1)(=[O:4])=[O:3].[OH:28][NH:29][C:30](=N)[CH:31]([CH3:33])[CH3:32]. (3) The reactants are: [C:1]([SiH2:5][O:6][C:7]([CH3:13])([CH3:12])[C:8](=[CH2:11])[CH2:9][OH:10])([CH3:4])([CH3:3])[CH3:2].C[N+]1([O-])CCOCC1. Given the product [C:1]([SiH2:5][O:6][C:7]([CH3:13])([CH3:12])[C:8](=[CH2:11])[CH:9]=[O:10])([CH3:4])([CH3:3])[CH3:2], predict the reactants needed to synthesize it. (4) Given the product [C:9]([CH:8]([C:4]1[CH:3]=[C:2]([B:18]([OH:24])[OH:19])[CH:7]=[CH:6][CH:5]=1)[CH3:12])([OH:11])=[O:10], predict the reactants needed to synthesize it. The reactants are: Br[C:2]1[CH:3]=[C:4]([CH:8]([CH3:12])[C:9]([OH:11])=[O:10])[CH:5]=[CH:6][CH:7]=1.C([Li])(C)(C)C.[B:18](OCCCC)([O:24]CCCC)[O:19]CCCC. (5) Given the product [CH3:14][C:13]1[NH:16][N:17]=[C:11]([C:8]2[CH:9]=[CH:10][C:5]3[N:6]([C:2]([SH:1])=[N:3][N:4]=3)[CH:7]=2)[N:12]=1, predict the reactants needed to synthesize it. The reactants are: [SH:1][C:2]1[N:6]2[CH:7]=[C:8]([C:11]#[N:12])[CH:9]=[CH:10][C:5]2=[N:4][N:3]=1.[C:13]([NH:16][NH2:17])(=O)[CH3:14].CC([O-])(C)C.[Na+].